The task is: Predict which catalyst facilitates the given reaction.. This data is from Catalyst prediction with 721,799 reactions and 888 catalyst types from USPTO. (1) Reactant: [N:1]1([C:6]2[CH:7]=[C:8]([CH:12]=[CH:13][CH:14]=2)[CH:9]=[N:10][OH:11])[CH:5]=[N:4][CH:3]=[N:2]1.[ClH:15].[O-]Cl.[Na+]. Product: [OH:11][N:10]=[C:9]([Cl:15])[C:8]1[CH:12]=[CH:13][CH:14]=[C:6]([N:1]2[CH:5]=[N:4][CH:3]=[N:2]2)[CH:7]=1. The catalyst class is: 1. (2) Reactant: [Cl:1][C:2]1[CH:7]=[CH:6][C:5]([C@@:8]2([O:23][CH3:24])[C@H:13]([OH:14])[C@@H:12]([OH:15])[C@H:11]([OH:16])[C@@H:10]([CH2:17][O:18][Si:19]([CH3:22])([CH3:21])[CH3:20])[O:9]2)=[CH:4][C:3]=1[CH2:25][C:26]1[CH:31]=[CH:30][C:29]([O:32][CH3:33])=[C:28]([F:34])[C:27]=1[F:35].[H-].[Na+].[CH2:38](Br)[C:39]1[CH:44]=[CH:43][CH:42]=[CH:41][CH:40]=1. Product: [CH2:38]([O:16][C@H:11]1[C@H:12]([O:15][CH2:25][C:26]2[CH:31]=[CH:30][CH:29]=[CH:28][CH:27]=2)[C@@H:13]([O:14][CH2:8][C:5]2[CH:6]=[CH:7][CH:2]=[CH:3][CH:4]=2)[C@@:8]([C:5]2[CH:6]=[CH:7][C:2]([Cl:1])=[C:3]([CH2:25][C:26]3[CH:31]=[CH:30][C:29]([O:32][CH3:33])=[C:28]([F:34])[C:27]=3[F:35])[CH:4]=2)([O:23][CH3:24])[O:9][C@@H:10]1[CH2:17][O:18][Si:19]([CH3:21])([CH3:22])[CH3:20])[C:39]1[CH:44]=[CH:43][CH:42]=[CH:41][CH:40]=1. The catalyst class is: 3.